This data is from Reaction yield outcomes from USPTO patents with 853,638 reactions. The task is: Predict the reaction yield, written as a fraction of the theoretical maximum amount of product (1.0 means a 100% yield; for example, 0.34 means a 34% yield). The reactants are [O-]P([O-])([O-])=O.[K+].[K+].[K+].I[C:10]1[CH:11]=[C:12]([CH3:17])[CH:13]=[C:14]([CH3:16])[CH:15]=1.[CH3:18][NH:19][CH:20]=[O:21].CCCCCCCCCCCC. The catalyst is C(OCC)(=O)C.[Cu]I.C1(C)C=CC=CC=1. The product is [CH3:16][C:14]1[CH:15]=[C:10]([N:19]([CH3:18])[CH:20]=[O:21])[CH:11]=[C:12]([CH3:17])[CH:13]=1. The yield is 0.540.